Dataset: M1 muscarinic receptor antagonist screen with 61,756 compounds. Task: Binary Classification. Given a drug SMILES string, predict its activity (active/inactive) in a high-throughput screening assay against a specified biological target. (1) The molecule is S(Cc1nc(N2CCOCC2)nc(n1)N)c1[nH]c2c(n1)cccc2. The result is 0 (inactive). (2) The drug is S=c1n(CCCOC(C)C)c(=O)c2cc(N3CCOCC3)ccc2[nH]1. The result is 0 (inactive). (3) The result is 0 (inactive). The drug is S(=O)(=O)(N(CC(O)COCc1occc1)c1ccc(cc1)C)c1ccc(cc1)C. (4) The drug is O=C(C(CC)c1ccccc1)c1ccc(O)cc1. The result is 0 (inactive).